From a dataset of Forward reaction prediction with 1.9M reactions from USPTO patents (1976-2016). Predict the product of the given reaction. (1) The product is: [F:1][C:2]1[CH:3]=[C:4]2[C:9](=[CH:10][CH:11]=1)[N:8]([C:12]1[C:13]([O:26][S:34]([C:37]([F:40])([F:39])[F:38])(=[O:35])=[O:33])=[N:14][C:15]3[C:20]([N:21]=1)=[CH:19][C:18]([C:22]([O:24][CH3:25])=[O:23])=[CH:17][CH:16]=3)[CH2:7][CH2:6][CH2:5]2. Given the reactants [F:1][C:2]1[CH:3]=[C:4]2[C:9](=[CH:10][CH:11]=1)[N:8]([C:12]1[C:13](=[O:26])[NH:14][C:15]3[C:20]([N:21]=1)=[CH:19][C:18]([C:22]([O:24][CH3:25])=[O:23])=[CH:17][CH:16]=3)[CH2:7][CH2:6][CH2:5]2.N1C=CC=CC=1.[O:33](S(C(F)(F)F)(=O)=O)[S:34]([C:37]([F:40])([F:39])[F:38])(=O)=[O:35], predict the reaction product. (2) Given the reactants CO.C([O:6][C@@H:7]1[CH2:15][C@@H:10]2[O:11][C:12](=[O:14])[CH2:13][C@@H:9]2[C@H:8]1[CH2:16][O:17]C(=O)C)(=O)C.C1C=CC(C2C(=O)C3C(=CC=CC=3)C2=O)=CC=1, predict the reaction product. The product is: [OH:6][C@@H:7]1[CH2:15][C@@H:10]2[O:11][C:12](=[O:14])[CH2:13][C@@H:9]2[C@H:8]1[CH2:16][OH:17]. (3) Given the reactants [Cl:1][C:2]1[CH:3]=[C:4]2[C:10]3([CH2:14][CH2:13][NH:12][CH2:11]3)[CH2:9][N:8]([C:15]([NH:17][C:18]3[S:19][C:20]([Cl:23])=[CH:21][N:22]=3)=[O:16])[C:5]2=[CH:6][CH:7]=1.BrC1C=C2C3(CCNC3)CN(C(NC3SC(Cl)=CN=3)=O)C2=CC=1.[C:47]([CH2:49][C:50](O)=[O:51])#[N:48], predict the reaction product. The product is: [Cl:1][C:2]1[CH:3]=[C:4]2[C:10]3([CH2:14][CH2:13][N:12]([C:50](=[O:51])[CH2:49][C:47]#[N:48])[CH2:11]3)[CH2:9][N:8]([C:15]([NH:17][C:18]3[S:19][C:20]([Cl:23])=[CH:21][N:22]=3)=[O:16])[C:5]2=[CH:6][CH:7]=1. (4) Given the reactants CC(C)([O-])C.[Na+].[C:7]([O:11][C:12]([N:14]1[CH2:19][CH2:18][NH:17][C:16](=[O:20])[CH2:15]1)=[O:13])([CH3:10])([CH3:9])[CH3:8].Br[CH2:22][CH2:23][CH2:24][C:25]1[CH:30]=[CH:29][CH:28]=[CH:27][CH:26]=1, predict the reaction product. The product is: [C:7]([O:11][C:12]([N:14]1[CH2:19][CH2:18][N:17]([CH2:22][CH2:23][CH2:24][C:25]2[CH:30]=[CH:29][CH:28]=[CH:27][CH:26]=2)[C:16](=[O:20])[CH2:15]1)=[O:13])([CH3:10])([CH3:8])[CH3:9]. (5) Given the reactants [Br:1][C:2]1[C:3](Cl)=[N:4][CH:5]=[C:6]([CH:24]=1)[C:7]([NH:9][C:10]1[CH:15]=[CH:14][C:13]([O:16][C:17]([F:23])([F:22])[C:18]([F:21])([F:20])[F:19])=[CH:12][CH:11]=1)=[O:8].[NH:26]1[CH2:30][CH2:29][C@@H:28]([OH:31])[CH2:27]1, predict the reaction product. The product is: [Br:1][C:2]1[C:3]([N:26]2[CH2:30][CH2:29][C@@H:28]([OH:31])[CH2:27]2)=[N:4][CH:5]=[C:6]([CH:24]=1)[C:7]([NH:9][C:10]1[CH:15]=[CH:14][C:13]([O:16][C:17]([F:23])([F:22])[C:18]([F:21])([F:20])[F:19])=[CH:12][CH:11]=1)=[O:8]. (6) Given the reactants [F:1][C:2]([F:7])([F:6])[C:3](O)=O.[CH:8]([N:11]1[C:15]([C:16]2[N:25]=[C:24]3[N:18]([CH2:19][CH2:20][O:21][C:22]4[CH:29]=[C:28]([CH:30]5[CH2:35][CH2:34][NH:33][CH2:32][CH2:31]5)[CH:27]=[CH:26][C:23]=43)[CH:17]=2)=[N:14][CH:13]=[N:12]1)([CH3:10])[CH3:9].FC(F)(F)S(OCC(F)(F)F)(=O)=O, predict the reaction product. The product is: [CH:8]([N:11]1[C:15]([C:16]2[N:25]=[C:24]3[C:23]4[CH:26]=[CH:27][C:28]([CH:30]5[CH2:35][CH2:34][N:33]([CH2:3][C:2]([F:7])([F:6])[F:1])[CH2:32][CH2:31]5)=[CH:29][C:22]=4[O:21][CH2:20][CH2:19][N:18]3[CH:17]=2)=[N:14][CH:13]=[N:12]1)([CH3:10])[CH3:9]. (7) Given the reactants C1C=CC(P(C2C(C3C(P(C4C=CC=CC=4)C4C=CC=CC=4)=CC=C4C=3C=CC=C4)=C3C(C=CC=C3)=CC=2)C2C=CC=CC=2)=CC=1.[C:47]1([NH2:53])[CH:52]=[CH:51][CH:50]=[CH:49][CH:48]=1.Br[C:55]1[CH:63]=[CH:62][C:58]([C:59]([OH:61])=[O:60])=[CH:57][CH:56]=1.C([O-])([O-])=O.[Cs+].[Cs+], predict the reaction product. The product is: [C:47]1([NH:53][C:55]2[CH:63]=[CH:62][C:58]([C:59]([OH:61])=[O:60])=[CH:57][CH:56]=2)[CH:52]=[CH:51][CH:50]=[CH:49][CH:48]=1. (8) Given the reactants [Si]([O:8][CH2:9][CH2:10][CH2:11][N:12]([CH3:21])[C:13]1[C:18]([F:19])=[CH:17][N:16]=[C:15]([Cl:20])[N:14]=1)(C(C)(C)C)(C)C, predict the reaction product. The product is: [Cl:20][C:15]1[N:14]=[C:13]([N:12]([CH3:21])[CH2:11][CH2:10][CH2:9][OH:8])[C:18]([F:19])=[CH:17][N:16]=1. (9) Given the reactants [CH3:1][N:2]([CH3:17])[C:3]1C=CC=[C:7]([CH:16]=1)CC(CCC)C([O-])=O.CO.[NH4+].[OH-].[C:22]([O:25]CC)(=[O:24])[CH3:23], predict the reaction product. The product is: [CH3:1][N:2]([CH3:17])[CH2:3][CH2:16][CH2:7][CH2:23][C:22]([OH:25])=[O:24]. (10) Given the reactants Cl[C:2]1[C:3]([NH2:9])=[N:4][CH:5]=[N:6][C:7]=1Cl.[NH2:10][CH2:11][CH:12]1[CH2:17][CH2:16][N:15]([C:18]([O:20]C(C)(C)C)=O)[CH2:14][CH2:13]1.[C:25]1([CH3:41])[CH:30]=[CH:29][C:28]([O:31][C:32]2[CH:37]=[CH:36][C:35](B(O)O)=[CH:34][CH:33]=2)=[CH:27][CH:26]=1.[C:42](Cl)(=O)[CH:43]=C, predict the reaction product. The product is: [NH2:9][C:3]1[N:4]=[CH:5][N:6]=[C:7]([NH:10][CH2:11][CH:12]2[CH2:13][CH2:14][N:15]([C:18](=[O:20])[CH:42]=[CH2:43])[CH2:16][CH2:17]2)[C:2]=1[C:35]1[CH:36]=[CH:37][C:32]([O:31][C:28]2[CH:29]=[CH:30][C:25]([CH3:41])=[CH:26][CH:27]=2)=[CH:33][CH:34]=1.